The task is: Predict the reactants needed to synthesize the given product.. This data is from Full USPTO retrosynthesis dataset with 1.9M reactions from patents (1976-2016). (1) The reactants are: [C:1]1([S:7]([CH2:10][C:11]2[CH:12]=[C:13]([CH:28]=[CH:29][C:30]=2[N+:31]([O-])=O)[O:14][CH2:15][CH2:16][O:17][S:18]([C:21]2[CH:26]=[CH:25][C:24]([CH3:27])=[CH:23][CH:22]=2)(=[O:20])=[O:19])(=[O:9])=[O:8])[CH:6]=[CH:5][CH:4]=[CH:3][CH:2]=1. Given the product [NH2:31][C:30]1[CH:29]=[CH:28][C:13]([O:14][CH2:15][CH2:16][O:17][S:18]([C:21]2[CH:22]=[CH:23][C:24]([CH3:27])=[CH:25][CH:26]=2)(=[O:19])=[O:20])=[CH:12][C:11]=1[CH2:10][S:7]([C:1]1[CH:6]=[CH:5][CH:4]=[CH:3][CH:2]=1)(=[O:8])=[O:9], predict the reactants needed to synthesize it. (2) Given the product [CH:1]1[C:11]2[CH2:10][CH2:9][C:8]3[CH:12]=[CH:13][CH:14]=[CH:15][C:7]=3[C:6](=[CH:16][C:17]3[CH:22]=[CH:21][C:20]([NH:23][C:24](=[O:31])[C:25]4[CH:30]=[CH:29][N:28]=[CH:27][CH:26]=4)=[CH:19][CH:18]=3)[C:5]=2[CH:4]=[CH:3][CH:2]=1, predict the reactants needed to synthesize it. The reactants are: [CH:1]1[C:11]2[CH2:10][CH2:9][C:8]3[CH:12]=[CH:13][CH:14]=[CH:15][C:7]=3[C:6](=[CH:16][C:17]3[CH:22]=[CH:21][C:20]([NH2:23])=[CH:19][CH:18]=3)[C:5]=2[CH:4]=[CH:3][CH:2]=1.[C:24](Cl)(=[O:31])[C:25]1[CH:30]=[CH:29][N:28]=[CH:27][CH:26]=1. (3) Given the product [Cl:1][C:2]1[CH:3]=[C:4]([OH:24])[C:5]([NH:8][S:9]([C:12]2[CH:13]=[N:14][CH:15]=[C:16]([C:18]3[CH:23]=[CH:22][CH:21]=[CH:20][CH:19]=3)[CH:17]=2)(=[O:10])=[O:11])=[N:6][CH:7]=1, predict the reactants needed to synthesize it. The reactants are: [Cl:1][C:2]1[CH:3]=[C:4]([O:24]C)[C:5]([NH:8][S:9]([C:12]2[CH:13]=[N:14][CH:15]=[C:16]([C:18]3[CH:23]=[CH:22][CH:21]=[CH:20][CH:19]=3)[CH:17]=2)(=[O:11])=[O:10])=[N:6][CH:7]=1.B(Br)(Br)Br.C([O-])(O)=O.[Na+]. (4) Given the product [Br:1][C:2]1[CH:3]=[CH:4][C:5]([F:18])=[C:6]([C:8]2[S:9][CH:10]=[C:11]([C:13]([OH:15])=[O:14])[N:12]=2)[CH:7]=1, predict the reactants needed to synthesize it. The reactants are: [Br:1][C:2]1[CH:3]=[CH:4][C:5]([F:18])=[C:6]([C:8]2[S:9][CH:10]=[C:11]([C:13]([O:15]CC)=[O:14])[N:12]=2)[CH:7]=1.[OH-].[Li+]. (5) Given the product [CH3:1][C:2]([CH3:18])([CH3:17])[C:3]([O:5][C:6]1[CH:11]=[C:10]([NH2:12])[CH:9]=[CH:8][C:7]=1[O:15][CH3:16])=[O:4], predict the reactants needed to synthesize it. The reactants are: [CH3:1][C:2]([CH3:18])([CH3:17])[C:3]([O:5][C:6]1[CH:11]=[C:10]([N+:12]([O-])=O)[CH:9]=[CH:8][C:7]=1[O:15][CH3:16])=[O:4].[H][H]. (6) The reactants are: I[C:2]1[CH:7]=[CH:6][CH:5]=[CH:4][C:3]=1[C:8]([F:11])([F:10])[F:9].C(N(CC)CC)C.[CH2:19]([C:21]1[N:22]([CH2:34][C:35]#[CH:36])[C:23]2[C:32]3[CH:31]=[CH:30][CH:29]=[CH:28][C:27]=3[N:26]=[CH:25][C:24]=2[N:33]=1)[CH3:20]. Given the product [CH2:19]([C:21]1[N:22]([CH2:34][C:35]#[C:36][C:2]2[CH:7]=[CH:6][CH:5]=[CH:4][C:3]=2[C:8]([F:11])([F:10])[F:9])[C:23]2[C:32]3[CH:31]=[CH:30][CH:29]=[CH:28][C:27]=3[N:26]=[CH:25][C:24]=2[N:33]=1)[CH3:20], predict the reactants needed to synthesize it. (7) Given the product [Br:27][C:8]1[CH:9]=[C:4]([N+:1]([O-:3])=[O:2])[C:5]([N:10]2[CH2:15][CH2:14][CH:13]([C:16]([O:18][CH3:19])=[O:17])[CH2:12][CH2:11]2)=[N:6][CH:7]=1, predict the reactants needed to synthesize it. The reactants are: [N+:1]([C:4]1[C:5]([N:10]2[CH2:15][CH2:14][CH:13]([C:16]([O:18][CH3:19])=[O:17])[CH2:12][CH2:11]2)=[N:6][CH:7]=[CH:8][CH:9]=1)([O-:3])=[O:2].C1C(=O)N([Br:27])C(=O)C1. (8) Given the product [CH3:9][N:10]([CH3:26])[CH:11]1[C:20]2[CH2:19][O:18][C:17]([CH:21]=[N:2][OH:3])=[CH:16][C:15]3=[CH:23][NH:24][CH:25]=[C:13]([C:14]=23)[CH2:12]1, predict the reactants needed to synthesize it. The reactants are: Cl.[NH2:2][OH:3].C([O-])(=O)C.[Na+].[CH3:9][N:10]([CH3:26])[CH:11]1[C:20]2[CH2:19][O:18][C:17]([CH:21]=O)=[CH:16][C:15]3=[CH:23][NH:24][CH:25]=[C:13]([C:14]=23)[CH2:12]1. (9) Given the product [F:10][C:3]1[CH:4]=[C:5]([F:9])[C:6]([CH3:8])=[CH:7][C:2]=1[B:16]1[O:20][C:19]([CH3:22])([CH3:21])[C:18]([CH3:24])([CH3:23])[O:17]1, predict the reactants needed to synthesize it. The reactants are: Br[C:2]1[CH:7]=[C:6]([CH3:8])[C:5]([F:9])=[CH:4][C:3]=1[F:10].CC([O-])=O.[K+].[B:16]1([B:16]2[O:20][C:19]([CH3:22])([CH3:21])[C:18]([CH3:24])([CH3:23])[O:17]2)[O:20][C:19]([CH3:22])([CH3:21])[C:18]([CH3:24])([CH3:23])[O:17]1.O.